From a dataset of Forward reaction prediction with 1.9M reactions from USPTO patents (1976-2016). Predict the product of the given reaction. Given the reactants [CH3:1][C:2]([CH3:29])([CH3:28])[CH2:3][N:4]1[C:12]2[C:7](=[N:8][C:9]([C:13]3[CH:18]=[CH:17][CH:16]=[C:15]([CH2:19][N:20]4[CH2:25][CH2:24][NH:23][CH2:22][CH2:21]4)[CH:14]=3)=[CH:10][CH:11]=2)[N:6]([CH3:26])[C:5]1=[O:27].[CH:30]1([C:33]([OH:35])=O)[CH2:32][CH2:31]1.C(N(CC)[CH:40]([CH3:42])[CH3:41])(C)C.[CH3:45]N(C(ON1N=NC2C=CC=NC1=2)=[N+](C)C)C.F[P-](F)(F)(F)(F)F, predict the reaction product. The product is: [CH3:41][CH:40]([CH3:42])[CH2:45][C:10]1[CH:11]=[C:12]2[N:4]([CH2:3][C:2]([CH3:29])([CH3:28])[CH3:1])[C:5](=[O:27])[N:6]([CH3:26])[C:7]2=[N:8][C:9]=1[C:13]1[CH:18]=[CH:17][CH:16]=[C:15]([CH2:19][N:20]2[CH2:25][CH2:24][N:23]([C:33]([CH:30]3[CH2:32][CH2:31]3)=[O:35])[CH2:22][CH2:21]2)[CH:14]=1.